From a dataset of Forward reaction prediction with 1.9M reactions from USPTO patents (1976-2016). Predict the product of the given reaction. Given the reactants [NH:1]1[CH2:4][CH:3]([O:5][C:6]2[CH:11]=[C:10]([O:12][CH2:13][C:14]3[CH:19]=[CH:18][CH:17]=[CH:16][CH:15]=3)[CH:9]=[CH:8][N:7]=2)[CH2:2]1.Br[C:21]1[CH:26]=[CH:25][C:24]([C@@H:27]([NH:29][C:30](=[O:32])[CH3:31])[CH3:28])=[CH:23][CH:22]=1, predict the reaction product. The product is: [CH2:13]([O:12][C:10]1[CH:9]=[CH:8][N:7]=[C:6]([O:5][CH:3]2[CH2:4][N:1]([C:21]3[CH:26]=[CH:25][C:24]([C@@H:27]([NH:29][C:30](=[O:32])[CH3:31])[CH3:28])=[CH:23][CH:22]=3)[CH2:2]2)[CH:11]=1)[C:14]1[CH:15]=[CH:16][CH:17]=[CH:18][CH:19]=1.